From a dataset of NCI-60 drug combinations with 297,098 pairs across 59 cell lines. Regression. Given two drug SMILES strings and cell line genomic features, predict the synergy score measuring deviation from expected non-interaction effect. (1) Drug 1: CCC1(CC2CC(C3=C(CCN(C2)C1)C4=CC=CC=C4N3)(C5=C(C=C6C(=C5)C78CCN9C7C(C=CC9)(C(C(C8N6C)(C(=O)OC)O)OC(=O)C)CC)OC)C(=O)OC)O.OS(=O)(=O)O. Drug 2: C#CCC(CC1=CN=C2C(=N1)C(=NC(=N2)N)N)C3=CC=C(C=C3)C(=O)NC(CCC(=O)O)C(=O)O. Cell line: CCRF-CEM. Synergy scores: CSS=-10.1, Synergy_ZIP=6.56, Synergy_Bliss=5.79, Synergy_Loewe=-5.71, Synergy_HSA=-2.19. (2) Drug 1: CC1OCC2C(O1)C(C(C(O2)OC3C4COC(=O)C4C(C5=CC6=C(C=C35)OCO6)C7=CC(=C(C(=C7)OC)O)OC)O)O. Drug 2: CC1=C(C=C(C=C1)NC(=O)C2=CC=C(C=C2)CN3CCN(CC3)C)NC4=NC=CC(=N4)C5=CN=CC=C5. Cell line: SF-295. Synergy scores: CSS=47.2, Synergy_ZIP=0.796, Synergy_Bliss=1.05, Synergy_Loewe=-19.3, Synergy_HSA=0.0101. (3) Cell line: A549. Drug 1: C1CN(CCN1C(=O)CCBr)C(=O)CCBr. Drug 2: C1CNP(=O)(OC1)N(CCCl)CCCl. Synergy scores: CSS=13.7, Synergy_ZIP=-7.11, Synergy_Bliss=-3.01, Synergy_Loewe=-10.6, Synergy_HSA=-4.63.